From a dataset of CYP3A4 inhibition data for predicting drug metabolism from PubChem BioAssay. Regression/Classification. Given a drug SMILES string, predict its absorption, distribution, metabolism, or excretion properties. Task type varies by dataset: regression for continuous measurements (e.g., permeability, clearance, half-life) or binary classification for categorical outcomes (e.g., BBB penetration, CYP inhibition). Dataset: cyp3a4_veith. (1) The molecule is COc1ccc(C/C(N)=N/OC(=O)Cc2ccccc2)cc1OC. The result is 1 (inhibitor). (2) The drug is COc1ncc2nc(-c3ccc(Cl)cc3)c(=O)n(C[C@H]3CCCO3)c2n1. The result is 1 (inhibitor). (3) The molecule is O=C(COc1cccc2ccccc12)N1c2ccccc2CCc2ccccc21. The result is 1 (inhibitor). (4) The drug is O=C(c1ccco1)N1CCC2(CCCN(Cc3ccncc3)C2)CC1. The result is 1 (inhibitor). (5) The molecule is O=C1O[C@@H]([C@H](O)[C@H](O)[C@H](O)CO)[C@@H](O)[C@@H]1O. The result is 0 (non-inhibitor). (6) The drug is NS(=O)(=O)Cc1ccc([As](=O)(O)O)cc1. The result is 0 (non-inhibitor). (7) The molecule is NS(=O)(=O)c1ccc(NCc2cnc3ccccc3n2)cc1. The result is 0 (non-inhibitor). (8) The compound is COc1ccc(OC)c(NC(=O)CC(Cc2ccccc2OC)C(=O)O)c1. The result is 0 (non-inhibitor).